From a dataset of Full USPTO retrosynthesis dataset with 1.9M reactions from patents (1976-2016). Predict the reactants needed to synthesize the given product. (1) Given the product [CH2:3]([O:7][C:9]1[CH:14]=[C:13]([CH2:15][C:16]2[CH:21]=[CH:20][CH:19]=[C:18]([F:22])[C:17]=2[F:23])[N:12]=[CH:11][N:10]=1)[C:4]#[C:5][CH3:6], predict the reactants needed to synthesize it. The reactants are: [H-].[Na+].[CH2:3]([OH:7])[C:4]#[C:5][CH3:6].Cl[C:9]1[CH:14]=[C:13]([CH2:15][C:16]2[CH:21]=[CH:20][CH:19]=[C:18]([F:22])[C:17]=2[F:23])[N:12]=[CH:11][N:10]=1.[Cl-].[NH4+]. (2) Given the product [I:26]/[CH:25]=[CH:24]/[CH2:23][O:1][C:2]1[CH:3]=[CH:4][C:5]2[NH:6][C:7]3[C:12]([S:13][C:14]=2[CH:15]=1)=[CH:11][C:10]([N+:16]([O-:18])=[O:17])=[CH:9][CH:8]=3, predict the reactants needed to synthesize it. The reactants are: [OH:1][C:2]1[CH:3]=[CH:4][C:5]2[N:6](C(=O)C)[C:7]3[C:12]([S:13][C:14]=2[CH:15]=1)=[CH:11][C:10]([N+:16]([O-:18])=[O:17])=[CH:9][CH:8]=3.Br[CH2:23]/[CH:24]=[CH:25]/[I:26].C(=O)([O-])[O-].[Na+].[Na+]. (3) Given the product [O:1]1[CH2:6][CH2:5][CH:4]([NH:7][C:9]([NH2:8])=[O:10])[CH2:3][CH2:2]1, predict the reactants needed to synthesize it. The reactants are: [O:1]1[CH2:6][CH2:5][CH:4]([NH2:7])[CH2:3][CH2:2]1.[N-:8]=[C:9]=[O:10].[K+].[Na+].[Cl-]. (4) Given the product [CH3:1][O:2][C:3]1[C:12]([NH:13][C:14]([N:35]2[CH2:34][CH2:33][N:32]([C:24]3[CH:23]=[C:22]([O:21][CH3:20])[C:27]([O:28][CH3:29])=[C:26]([O:30][CH3:31])[CH:25]=3)[CH2:37][CH2:36]2)=[O:18])=[N:11][C:10]2[C:5](=[CH:6][CH:7]=[C:8]([CH3:19])[CH:9]=2)[N:4]=1, predict the reactants needed to synthesize it. The reactants are: [CH3:1][O:2][C:3]1[C:12]([NH:13][C:14](=[O:18])OCC)=[N:11][C:10]2[C:5](=[CH:6][CH:7]=[C:8]([CH3:19])[CH:9]=2)[N:4]=1.[CH3:20][O:21][C:22]1[CH:23]=[C:24]([N:32]2[CH2:37][CH2:36][NH:35][CH2:34][CH2:33]2)[CH:25]=[C:26]([O:30][CH3:31])[C:27]=1[O:28][CH3:29]. (5) Given the product [CH2:13]([N:1]1[CH:5]=[CH:4][N:3]=[C:2]1[C:6]([O:8][CH2:9][CH2:10][CH2:11][CH3:12])=[O:7])[C:14]1[CH:19]=[CH:18][CH:17]=[CH:16][CH:15]=1, predict the reactants needed to synthesize it. The reactants are: [NH:1]1[CH:5]=[CH:4][N:3]=[C:2]1[C:6]([O:8][CH2:9][CH2:10][CH2:11][CH3:12])=[O:7].[CH2:13](Cl)[C:14]1[CH:19]=[CH:18][CH:17]=[CH:16][CH:15]=1. (6) Given the product [Cl:22][C:19]1[CH:20]=[CH:21][C:16]([N:15]([C:2]#[N:1])[C:13]([NH:12][C:6]2[CH:7]=[CH:8][CH:9]=[C:10]([F:11])[C:5]=2[Cl:4])=[NH:44])=[C:17]([OH:29])[C:18]=1[S:23]([N:26]([CH3:28])[CH3:27])(=[O:24])=[O:25], predict the reactants needed to synthesize it. The reactants are: [NH:1]=[C:2]=N.[Cl:4][C:5]1[C:10]([F:11])=[CH:9][CH:8]=[CH:7][C:6]=1[NH:12][C:13]([NH:15][C:16]1[CH:21]=[CH:20][C:19]([Cl:22])=[C:18]([S:23]([N:26]([CH3:28])[CH3:27])(=[O:25])=[O:24])[C:17]=1[O:29][Si](C(C)(C)C)(C)C)=S.CS(Cl)(=O)=O.C([N:44](CC)CC)C. (7) Given the product [F:1][C:2]([F:12])([F:13])[C:3]1[CH:4]=[CH:5][C:6]([C:9]2[O:11][N:25]=[C:24]([C:27]([OH:29])=[O:28])[CH:10]=2)=[CH:7][CH:8]=1, predict the reactants needed to synthesize it. The reactants are: [F:1][C:2]([F:13])([F:12])[C:3]1[CH:8]=[CH:7][C:6]([C:9](=[O:11])[CH3:10])=[CH:5][CH:4]=1.ClC1C=C(C2O[N:25]=[C:24]([C:27]([OH:29])=[O:28])C=2)C=CC=1F. (8) Given the product [CH2:36]([C:39]1[CH:44]=[CH:43][C:42]([C:45]([N:47]=[C:48]=[S:49])=[O:46])=[CH:41][CH:40]=1)[CH2:37][CH3:38].[Cl:13][C:14]1[CH:15]=[C:16]([NH:17][C:48]([NH:47][C:45](=[O:46])[C:42]2[CH:43]=[CH:44][C:39]([CH2:36][CH2:37][CH3:38])=[CH:40][CH:41]=2)=[S:49])[CH:18]=[CH:19][C:20]=1[O:21][C:22]1[C:31]2[C:26](=[CH:27][C:28]([O:34][CH3:35])=[C:29]([O:32][CH3:33])[CH:30]=2)[N:25]=[CH:24][CH:23]=1, predict the reactants needed to synthesize it. The reactants are: C(C1C=CC(C(Cl)=O)=CC=1)CC.[Cl:13][C:14]1[CH:15]=[C:16]([CH:18]=[CH:19][C:20]=1[O:21][C:22]1[C:31]2[C:26](=[CH:27][C:28]([O:34][CH3:35])=[C:29]([O:32][CH3:33])[CH:30]=2)[N:25]=[CH:24][CH:23]=1)[NH2:17].[CH2:36]([C:39]1[CH:44]=[CH:43][C:42]([C:45]([N:47]=[C:48]=[S:49])=[O:46])=[CH:41][CH:40]=1)[CH2:37][CH3:38]. (9) Given the product [CH3:1][N:2]1[CH2:7][CH2:6][N:5]([C:8]2[C:13]([CH2:14][OH:15])=[CH:12][CH:11]=[CH:10][N:9]=2)[CH:4]([C:17]2[CH:22]=[CH:21][CH:20]=[CH:19][CH:18]=2)[CH2:3]1, predict the reactants needed to synthesize it. The reactants are: [CH3:1][N:2]1[CH2:7][CH2:6][N:5]([C:8]2[C:13]([C:14](O)=[O:15])=[CH:12][CH:11]=[CH:10][N:9]=2)[CH:4]([C:17]2[CH:22]=[CH:21][CH:20]=[CH:19][CH:18]=2)[CH2:3]1.[H-].[Al+3].[Li+].[H-].[H-].[H-].O. (10) Given the product [Br:1][C@H:2]1[CH2:3][CH2:4][C@@H:5]([C:6]([NH2:11])=[O:10])[CH2:9][C@H:8]1[OH:7], predict the reactants needed to synthesize it. The reactants are: [Br:1][C@@H:2]1[C@H:8]2[CH2:9][C@H:5]([C:6](=[O:10])[O:7]2)[CH2:4][CH2:3]1.[NH3:11].CO.